This data is from CYP2C9 substrate classification data from Carbon-Mangels et al.. The task is: Regression/Classification. Given a drug SMILES string, predict its absorption, distribution, metabolism, or excretion properties. Task type varies by dataset: regression for continuous measurements (e.g., permeability, clearance, half-life) or binary classification for categorical outcomes (e.g., BBB penetration, CYP inhibition). Dataset: cyp2c9_substrate_carbonmangels. (1) The drug is C[C@@H](c1ncncc1F)[C@](O)(Cn1cncn1)c1ccc(F)cc1F. The result is 1 (substrate). (2) The drug is CN(C)CCCN1c2ccccc2Sc2ccccc21. The result is 1 (substrate). (3) The molecule is CN1C(=O)CN=C(c2ccccc2F)c2cc([N+](=O)[O-])ccc21. The result is 1 (substrate). (4) The drug is CCCCc1oc2ccccc2c1C(=O)c1cc(I)c(OCCN(CC)CC)c(I)c1. The result is 1 (substrate).